From a dataset of Forward reaction prediction with 1.9M reactions from USPTO patents (1976-2016). Predict the product of the given reaction. (1) Given the reactants [NH2:1][C@H:2]1[CH2:7][C@@H:6]([C:8]2[CH:13]=[CH:12][CH:11]=[CH:10][CH:9]=2)[C@@H:5]([CH3:14])[N:4]2[C:15]([C:18]([OH:21])([CH3:20])[CH3:19])=[CH:16][N:17]=[C:3]12.[O:22]=[C:23]1[NH:31][C:26]2[N:27]=[CH:28][N:29]=[CH:30][C:25]=2[C@@:24]21[CH2:42][C:34]1=[N:35][CH:36]=[C:37]([C:39](O)=[O:40])[CH:38]=[C:33]1[CH2:32]2.ON1C2N=CC=CC=2N=N1.CN1CCOCC1.Cl.CN(C)CCCN=C=NCC, predict the reaction product. The product is: [OH:21][C:18]([C:15]1[N:4]2[C@H:5]([CH3:14])[C@H:6]([C:8]3[CH:13]=[CH:12][CH:11]=[CH:10][CH:9]=3)[CH2:7][C@H:2]([NH:1][C:39]([C:37]3[CH:38]=[C:33]4[CH2:32][C@@:24]5([C:25]6[CH:30]=[N:29][CH:28]=[N:27][C:26]=6[NH:31][C:23]5=[O:22])[CH2:42][C:34]4=[N:35][CH:36]=3)=[O:40])[C:3]2=[N:17][CH:16]=1)([CH3:20])[CH3:19]. (2) The product is: [Br:42][C:43]1[CH:48]=[CH:47][C:46]([C@@H:49]([NH:51][C:34]([NH:20][C:19]2[CH:21]=[CH:22][C:16]([O:15][C:6]3[C:5]4[C:10](=[CH:11][C:12]([O:13][CH3:14])=[C:3]([O:2][CH3:1])[CH:4]=4)[N:9]=[CH:8][CH:7]=3)=[CH:17][CH:18]=2)=[O:40])[CH3:50])=[CH:45][CH:44]=1. Given the reactants [CH3:1][O:2][C:3]1[CH:4]=[C:5]2[C:10](=[CH:11][C:12]=1[O:13][CH3:14])[N:9]=[CH:8][CH:7]=[C:6]2[O:15][C:16]1[CH:22]=[CH:21][C:19]([NH2:20])=[CH:18][CH:17]=1.C(N(CC)CC)C.ClC(Cl)(O[C:34](=[O:40])OC(Cl)(Cl)Cl)Cl.[Br:42][C:43]1[CH:48]=[CH:47][C:46]([C@@H:49]([NH2:51])[CH3:50])=[CH:45][CH:44]=1, predict the reaction product.